This data is from Peptide-MHC class II binding affinity with 134,281 pairs from IEDB. The task is: Regression. Given a peptide amino acid sequence and an MHC pseudo amino acid sequence, predict their binding affinity value. This is MHC class II binding data. (1) The peptide sequence is DKRLAAYLMLMRSPS. The MHC is HLA-DQA10501-DQB10301 with pseudo-sequence HLA-DQA10501-DQB10301. The binding affinity (normalized) is 0.463. (2) The peptide sequence is LMALLTPVTMAEVRL. The MHC is HLA-DQA10201-DQB10402 with pseudo-sequence HLA-DQA10201-DQB10402. The binding affinity (normalized) is 0.738. (3) The peptide sequence is GSSDNEFVKLAWRREHKDLD. The MHC is HLA-DQA10301-DQB10302 with pseudo-sequence HLA-DQA10301-DQB10302. The binding affinity (normalized) is 0.